Dataset: Buchwald-Hartwig C-N cross coupling reaction yields with 55,370 reactions. Task: Predict the reaction yield, written as a fraction of the theoretical maximum amount of product (1.0 means a 100% yield; for example, 0.34 means a 34% yield). (1) The reactants are Brc1ccccn1.Cc1ccc(N)cc1.O=S(=O)(O[Pd]1c2ccccc2-c2ccccc2N~1)C(F)(F)F.CC(C)c1cc(C(C)C)c(-c2ccccc2P(C2CCCCC2)C2CCCCC2)c(C(C)C)c1.CCN=P(N=P(N(C)C)(N(C)C)N(C)C)(N(C)C)N(C)C.CCOC(=O)c1cnoc1. No catalyst specified. The product is Cc1ccc(Nc2ccccn2)cc1. The yield is 0. (2) No catalyst specified. The product is Cc1ccc(Nc2ccccn2)cc1. The reactants are Brc1ccccn1.Cc1ccc(N)cc1.O=S(=O)(O[Pd]1c2ccccc2-c2ccccc2N~1)C(F)(F)F.COc1ccc(OC)c(P([C@]23C[C@H]4C[C@H](C[C@H](C4)C2)C3)[C@]23C[C@H]4C[C@H](C[C@H](C4)C2)C3)c1-c1c(C(C)C)cc(C(C)C)cc1C(C)C.CCN=P(N=P(N(C)C)(N(C)C)N(C)C)(N(C)C)N(C)C.COC(=O)c1ccno1. The yield is 0.111.